Dataset: Full USPTO retrosynthesis dataset with 1.9M reactions from patents (1976-2016). Task: Predict the reactants needed to synthesize the given product. Given the product [Cl:1][C:2]1[C:3]2[CH:10]=[CH:9][N:8]([CH2:15][CH:14]=[CH2:13])[C:4]=2[N:5]=[CH:6][N:7]=1, predict the reactants needed to synthesize it. The reactants are: [Cl:1][C:2]1[C:3]2[CH:10]=[CH:9][NH:8][C:4]=2[N:5]=[CH:6][N:7]=1.[H-].[Na+].[CH2:13](I)[CH:14]=[CH2:15].